Dataset: Cav3 T-type calcium channel HTS with 100,875 compounds. Task: Binary Classification. Given a drug SMILES string, predict its activity (active/inactive) in a high-throughput screening assay against a specified biological target. (1) The molecule is Clc1c(S\C(=C\Nc2ccc(OC(F)(F)F)cc2)C(OCC)=O)ncc(c1)C(F)(F)F. The result is 0 (inactive). (2) The molecule is O1CCN(CC1)CC(=O)Nc1c(cccc1)C(O)=O. The result is 0 (inactive).